Dataset: Forward reaction prediction with 1.9M reactions from USPTO patents (1976-2016). Task: Predict the product of the given reaction. (1) The product is: [O:1]1[C:5]2[CH:6]=[CH:7][C:8]([C:10]3([CH3:19])[CH2:11][CH2:12][CH2:13][NH:14]3)=[CH:9][C:4]=2[O:3][CH2:2]1. Given the reactants [O:1]1[C:5]2[CH:6]=[CH:7][C:8]([C:10]3[CH2:11][CH2:12][CH2:13][N:14]=3)=[CH:9][C:4]=2[O:3][CH2:2]1.B(F)(F)F.[CH3:19]COCC.C[Li].[Cl-].[NH4+].[OH-].[Na+], predict the reaction product. (2) Given the reactants [C:1]([O:5][C:6](=[O:25])[NH:7][CH:8]1[CH:18]2[CH2:19][CH2:20][CH:9]1[CH2:10][C:11]1[CH:12]=[C:13]([CH2:21][CH2:22][CH:23]=O)[CH:14]=[CH:15][C:16]=1[CH2:17]2)([CH3:4])([CH3:3])[CH3:2].Cl.[F:27][C:28]([F:36])([F:35])[CH:29]1[CH2:34][CH2:33][NH:32][CH2:31][CH2:30]1.C([BH3-])#N.[Na+], predict the reaction product. The product is: [C:1]([O:5][C:6](=[O:25])[NH:7][CH:8]1[CH:18]2[CH2:19][CH2:20][CH:9]1[CH2:10][C:11]1[CH:12]=[C:13]([CH2:21][CH2:22][CH2:23][N:32]3[CH2:33][CH2:34][CH:29]([C:28]([F:36])([F:35])[F:27])[CH2:30][CH2:31]3)[CH:14]=[CH:15][C:16]=1[CH2:17]2)([CH3:4])([CH3:3])[CH3:2]. (3) Given the reactants [NH:1]([C:3]1[CH:8]=[C:7]([C:9]#[N:10])[CH:6]=[CH:5][N:4]=1)[NH2:2].O=[C:12]([CH2:19][C:20]1[CH:25]=[CH:24][CH:23]=[CH:22][CH:21]=1)[CH2:13][C:14](OCC)=[O:15], predict the reaction product. The product is: [CH2:19]([C:12]1[CH:13]=[C:14]([OH:15])[N:1]([C:3]2[CH:8]=[C:7]([C:9]#[N:10])[CH:6]=[CH:5][N:4]=2)[N:2]=1)[C:20]1[CH:25]=[CH:24][CH:23]=[CH:22][CH:21]=1. (4) Given the reactants [CH3:1][N:2]([CH3:16])[C:3]1[CH:12]=[C:11]([O:13][CH3:14])[C:6](C(OC)=O)=[C:5]([CH3:15])[N:4]=1.O, predict the reaction product. The product is: [CH3:14][O:13][C:11]1[CH:6]=[C:5]([CH3:15])[N:4]=[C:3]([N:2]([CH3:16])[CH3:1])[CH:12]=1. (5) The product is: [C:1]([O:5][C:6]([N:8]1[C:16]2[C:11](=[CH:12][CH:13]=[C:14]([O:17][CH2:48][CH2:47][CH2:46][Br:45])[CH:15]=2)[CH:10]=[C:9]1[C:18]1[C:19]2[S:32][C:31]([C:33]3[CH:34]=[CH:35][CH:36]=[CH:37][CH:38]=3)=[CH:30][C:20]=2[N:21]([C:23]([O:25][C:26]([CH3:29])([CH3:28])[CH3:27])=[O:24])[N:22]=1)=[O:7])([CH3:2])([CH3:3])[CH3:4]. Given the reactants [C:1]([O:5][C:6]([N:8]1[C:16]2[C:11](=[CH:12][CH:13]=[C:14]([OH:17])[CH:15]=2)[CH:10]=[C:9]1[C:18]1[C:19]2[S:32][C:31]([C:33]3[CH:38]=[CH:37][CH:36]=[CH:35][CH:34]=3)=[CH:30][C:20]=2[N:21]([C:23]([O:25][C:26]([CH3:29])([CH3:28])[CH3:27])=[O:24])[N:22]=1)=[O:7])([CH3:4])([CH3:3])[CH3:2].C(=O)([O-])[O-].[Cs+].[Cs+].[Br:45][CH2:46][CH2:47][CH2:48]Br, predict the reaction product. (6) Given the reactants [Cl:1][C:2]1[CH:10]=[CH:9][C:5]([C:6](Cl)=O)=[CH:4][CH:3]=1.[Cl-].CC1[C:22]2[C:17](=[CH:18][C:19]3[O:25][CH2:24][O:23][C:20]=3[CH:21]=2)[CH2:16][CH2:15][N+:14]=1[CH2:26][C:27]1[CH:32]=[CH:31][CH:30]=[CH:29][C:28]=1[F:33], predict the reaction product. The product is: [Cl-:1].[Cl:1][C:2]1[CH:10]=[CH:9][C:5]([C:6]2[C:22]3[C:17](=[CH:18][C:19]4[O:25][CH2:24][O:23][C:20]=4[CH:21]=3)[CH2:16][CH2:15][N+:14]=2[CH2:26][C:27]2[CH:32]=[CH:31][CH:30]=[CH:29][C:28]=2[F:33])=[CH:4][CH:3]=1. (7) Given the reactants Br[C:2]1[CH:3]=[C:4]([C:9]2[N:10]=[CH:11][N:12](COCC[Si](C)(C)C)[C:13]=2[C:14]2[CH:19]=[CH:18][CH:17]=[C:16]([CH3:20])[N:15]=2)[CH:5]=[CH:6][C:7]=1[F:8].BrC1C=C([C:37]2([C:50]3C=CC=C(C)[N:51]=3)N(COCC[Si](C)(C)C)[CH2:40][N:39]=[CH:38]2)C=CC=1F.CN1C=C(B2OC(C)(C)C(C)(C)O2)C=N1.C(=O)([O-])[O-].[Na+].[Na+], predict the reaction product. The product is: [F:8][C:7]1[CH:6]=[CH:5][C:4]([C:9]2[NH:10][CH:11]=[N:12][C:13]=2[C:14]2[CH:19]=[CH:18][CH:17]=[C:16]([CH3:20])[N:15]=2)=[CH:3][C:2]=1[C:37]1[CH:50]=[N:51][N:39]([CH3:40])[CH:38]=1. (8) Given the reactants [NH:1]([C:3]1[CH:12]=[C:11]([CH:13]([CH3:15])[CH3:14])[C:10]2[C:5](=[CH:6][CH:7]=[CH:8][CH:9]=2)[N:4]=1)[NH2:2].[Cl:16][C:17]1[CH:18]=[C:19]([N:24]=[C:25]=[O:26])[CH:20]=[C:21]([Cl:23])[CH:22]=1, predict the reaction product. The product is: [Cl:16][C:17]1[CH:18]=[C:19]([NH:24][C:25]([NH:2][NH:1][C:3]2[CH:12]=[C:11]([CH:13]([CH3:15])[CH3:14])[C:10]3[C:5](=[CH:6][CH:7]=[CH:8][CH:9]=3)[N:4]=2)=[O:26])[CH:20]=[C:21]([Cl:23])[CH:22]=1. (9) Given the reactants Br[C:2]1[CH:20]=[CH:19][C:5]2[NH:6][C:7]([C:9]3[N:10]([CH3:18])[N:11]=[C:12]([C:14]([CH3:17])([CH3:16])[CH3:15])[CH:13]=3)=[N:8][C:4]=2[CH:3]=1.[F:21][C:22]([F:33])([F:32])[C:23]1[CH:28]=[CH:27][CH:26]=[CH:25][C:24]=1B(O)O.C(Cl)Cl.C([O-])([O-])=O.[Na+].[Na+], predict the reaction product. The product is: [C:14]([C:12]1[CH:13]=[C:9]([C:7]2[NH:6][C:5]3[CH:19]=[CH:20][C:2]([C:24]4[CH:25]=[CH:26][CH:27]=[CH:28][C:23]=4[C:22]([F:33])([F:32])[F:21])=[CH:3][C:4]=3[N:8]=2)[N:10]([CH3:18])[N:11]=1)([CH3:17])([CH3:16])[CH3:15]. (10) Given the reactants [OH-].[Na+].[Cl:3][C:4]1[C:9]2[NH:10][C:11]([CH3:13])=[N:12][C:8]=2[CH:7]=[C:6]([C:14]([O:16]C)=[O:15])[CH:5]=1, predict the reaction product. The product is: [Cl:3][C:4]1[C:9]2[NH:10][C:11]([CH3:13])=[N:12][C:8]=2[CH:7]=[C:6]([C:14]([OH:16])=[O:15])[CH:5]=1.